Dataset: Peptide-MHC class I binding affinity with 185,985 pairs from IEDB/IMGT. Task: Regression. Given a peptide amino acid sequence and an MHC pseudo amino acid sequence, predict their binding affinity value. This is MHC class I binding data. (1) The peptide sequence is NTTQQGDMY. The MHC is HLA-B40:01 with pseudo-sequence HLA-B40:01. The binding affinity (normalized) is 0.0847. (2) The peptide sequence is NATDFWRLY. The MHC is HLA-A03:01 with pseudo-sequence HLA-A03:01. The binding affinity (normalized) is 0.650. (3) The MHC is HLA-A31:01 with pseudo-sequence HLA-A31:01. The peptide sequence is LDKGKLWHL. The binding affinity (normalized) is 0.0847. (4) The peptide sequence is FMDPGIFPR. The MHC is HLA-A02:01 with pseudo-sequence HLA-A02:01. The binding affinity (normalized) is 0.787.